From a dataset of Experimentally validated miRNA-target interactions with 360,000+ pairs, plus equal number of negative samples. Binary Classification. Given a miRNA mature sequence and a target amino acid sequence, predict their likelihood of interaction. (1) The miRNA is hsa-miR-301a-5p with sequence GCUCUGACUUUAUUGCACUACU. The protein sequence of the target gene is MLHVEMLTLLFLVLWMCVFSQDPGSKVVADRYAVYWNSSNPRFQRGDYHIDVCINDYLDVFCPHYEDSVPEDKTERYVLYMVNFDGYSACDHTSKGFKRWECNRPHSPNGPLKFSEKFQLFTPFSLGFEFRPGREYFYISSAIPDNGRRSCLKLKVFVRPTNSCMKTIGVHDRVFDVNDKVENSLEPADDTVHESAEPSRGENAAQTPRIPSRLLAILLFLLAMLLTL. Result: 0 (no interaction). (2) The miRNA is hsa-miR-1234-3p with sequence UCGGCCUGACCACCCACCCCAC. The protein sequence of the target gene is MPYLYRAPGPQAHPVPKDARITHSSGQSFEQMRQECLQRGTLFEDADFPASNSSLFYSERPQIPFVWKRPGEIVKNPEFILGGATRTDICQGELGDCWLLAAIASLTLNQKALARVIPQDQSFGPGYAGIFHFQFWQHSEWLDVVIDDRLPTFRDRLVFLHSADHNEFWSALLEKAYAKLNGSYEALKGGSAIEAMEDFTGGVAETFQTKEAPENFYEILEKALKRGSLLGCFIDTRSAAESEARTPFGLIKGHAYSVTGIDQVSFRGQRIELIRIRNPWGQVEWNGSWSDSSPEWRSVG.... Result: 0 (no interaction).